Task: Predict which catalyst facilitates the given reaction.. Dataset: Catalyst prediction with 721,799 reactions and 888 catalyst types from USPTO (1) Reactant: Br[C:2]1[CH:7]=[CH:6][C:5]([Br:8])=[CH:4][N:3]=1.[CH:9]([N:12]1[CH2:17][CH2:16][NH:15][CH2:14][CH2:13]1)([CH3:11])[CH3:10].C1CCN2C(=NCCC2)CC1. Product: [Br:8][C:5]1[CH:6]=[CH:7][C:2]([N:15]2[CH2:16][CH2:17][N:12]([CH:9]([CH3:11])[CH3:10])[CH2:13][CH2:14]2)=[N:3][CH:4]=1. The catalyst class is: 6. (2) Reactant: O.[C:2]1([CH3:19])[CH:7]=[CH:6][C:5]([S:8]([N:11]2[CH2:18][CH2:17][CH2:16][C@H:12]2[C:13]([OH:15])=O)(=[O:10])=[O:9])=[CH:4][CH:3]=1.Cl.C[O:22][C:23](=[O:37])[C@H:24]([CH2:26][C:27]1[CH:36]=[CH:35][C:34]2[C:29](=[CH:30][CH:31]=[CH:32][CH:33]=2)[CH:28]=1)[NH2:25].[Li+].[OH-]. Product: [C:2]1([CH3:19])[CH:3]=[CH:4][C:5]([S:8]([N:11]2[CH2:18][CH2:17][CH2:16][C@H:12]2[C:13]([NH:25][C@H:24]([C:23]([OH:37])=[O:22])[CH2:26][C:27]2[CH:36]=[CH:35][C:34]3[C:29](=[CH:30][CH:31]=[CH:32][CH:33]=3)[CH:28]=2)=[O:15])(=[O:9])=[O:10])=[CH:6][CH:7]=1. The catalyst class is: 20. (3) Reactant: CC1(C)[O:6][CH:5]([CH2:7][O:8][NH:9][C:10]([C:12]2[C:13]3[CH2:31][CH2:30][CH2:29][C:14]=3[C:15](=[O:28])[N:16]([CH3:27])[C:17]=2[NH:18][C:19]2[CH:24]=[CH:23][C:22]([I:25])=[CH:21][C:20]=2[F:26])=[O:11])[CH2:4][O:3]1.Cl. Product: [OH:6][CH:5]([CH2:4][OH:3])[CH2:7][O:8][NH:9][C:10]([C:12]1[C:13]2[CH2:31][CH2:30][CH2:29][C:14]=2[C:15](=[O:28])[N:16]([CH3:27])[C:17]=1[NH:18][C:19]1[CH:24]=[CH:23][C:22]([I:25])=[CH:21][C:20]=1[F:26])=[O:11]. The catalyst class is: 24. (4) Reactant: [CH:1]([NH:4][CH:5]1[CH2:10][CH2:9][N:8]([CH2:11][C:12]2[CH:13]=[N:14][CH:15]=[CH:16][C:17]=2[O:18][CH3:19])[CH2:7][CH2:6]1)([CH3:3])[CH3:2].[C:20]([OH:28])(=[O:27])[C:21]1[CH:26]=[CH:25][CH:24]=[CH:23][CH:22]=1. Product: [C:20]([OH:28])(=[O:27])[C:21]1[CH:26]=[CH:25][CH:24]=[CH:23][CH:22]=1.[CH:1]([NH:4][CH:5]1[CH2:6][CH2:7][N:8]([CH2:11][C:12]2[CH:13]=[N:14][CH:15]=[CH:16][C:17]=2[O:18][CH3:19])[CH2:9][CH2:10]1)([CH3:3])[CH3:2]. The catalyst class is: 237. (5) Reactant: O=S(Cl)[Cl:3].[CH3:5][C:6]1[CH:11]=[CH:10][CH:9]=[CH:8][C:7]=1[C:12]1[C:13]2[CH:20]=[C:19]([CH2:21]O)[CH:18]=[CH:17][C:14]=2[S:15][CH:16]=1. Product: [Cl:3][CH2:21][C:19]1[CH:18]=[CH:17][C:14]2[S:15][CH:16]=[C:12]([C:7]3[CH:8]=[CH:9][CH:10]=[CH:11][C:6]=3[CH3:5])[C:13]=2[CH:20]=1. The catalyst class is: 4.